From a dataset of Full USPTO retrosynthesis dataset with 1.9M reactions from patents (1976-2016). Predict the reactants needed to synthesize the given product. (1) Given the product [NH2:37][C:36]1[C:31]2[C:30]([C:38](=[NH:39])[NH2:40])=[CH:29][N:28]([C@@H:6]3[O:7][C@H:8]4[C@@H:9]([O:10][Si:11]([CH:22]([CH3:24])[CH3:23])([CH:25]([CH3:27])[CH3:26])[O:12][Si:13]([CH:19]([CH3:20])[CH3:21])([CH:16]([CH3:17])[CH3:18])[O:14][CH2:15]4)[C@H:5]3[OH:4])[C:32]=2[N:33]=[CH:34][N:35]=1, predict the reactants needed to synthesize it. The reactants are: C([O:4][C@@H:5]1[C@@H:9]2[O:10][Si:11]([CH:25]([CH3:27])[CH3:26])([CH:22]([CH3:24])[CH3:23])[O:12][Si:13]([CH:19]([CH3:21])[CH3:20])([CH:16]([CH3:18])[CH3:17])[O:14][CH2:15][C@H:8]2[O:7][C@H:6]1[N:28]1[C:32]2[N:33]=[CH:34][N:35]=[C:36]([NH2:37])[C:31]=2[C:30]([C:38](=[NH:40])[NH2:39])=[CH:29]1)(=O)C. (2) Given the product [C:28]([O:27][C:25]([N:19]1[CH2:24][CH2:23][N:22]([C:2]2[CH:17]=[CH:16][C:5]([O:6][CH2:7][CH2:8][CH2:9][N:10]3[CH2:15][CH2:14][CH2:13][CH2:12][CH2:11]3)=[CH:4][C:3]=2[Cl:18])[CH2:21][CH2:20]1)=[O:26])([CH3:31])([CH3:29])[CH3:30], predict the reactants needed to synthesize it. The reactants are: Br[C:2]1[CH:17]=[CH:16][C:5]([O:6][CH2:7][CH2:8][CH2:9][N:10]2[CH2:15][CH2:14][CH2:13][CH2:12][CH2:11]2)=[CH:4][C:3]=1[Cl:18].[N:19]1([C:25]([O:27][C:28]([CH3:31])([CH3:30])[CH3:29])=[O:26])[CH2:24][CH2:23][NH:22][CH2:21][CH2:20]1.